Regression. Given two drug SMILES strings and cell line genomic features, predict the synergy score measuring deviation from expected non-interaction effect. From a dataset of NCI-60 drug combinations with 297,098 pairs across 59 cell lines. (1) Drug 1: CCC(=C(C1=CC=CC=C1)C2=CC=C(C=C2)OCCN(C)C)C3=CC=CC=C3.C(C(=O)O)C(CC(=O)O)(C(=O)O)O. Drug 2: CC1C(C(CC(O1)OC2CC(OC(C2O)C)OC3=CC4=CC5=C(C(=O)C(C(C5)C(C(=O)C(C(C)O)O)OC)OC6CC(C(C(O6)C)O)OC7CC(C(C(O7)C)O)OC8CC(C(C(O8)C)O)(C)O)C(=C4C(=C3C)O)O)O)O. Synergy scores: CSS=44.0, Synergy_ZIP=8.37, Synergy_Bliss=7.64, Synergy_Loewe=-20.7, Synergy_HSA=7.66. Cell line: MDA-MB-231. (2) Drug 1: CC(C)(C#N)C1=CC(=CC(=C1)CN2C=NC=N2)C(C)(C)C#N. Drug 2: N.N.Cl[Pt+2]Cl. Cell line: SK-MEL-28. Synergy scores: CSS=14.3, Synergy_ZIP=-4.23, Synergy_Bliss=-6.36, Synergy_Loewe=-8.31, Synergy_HSA=-8.83. (3) Drug 1: CCC1(CC2CC(C3=C(CCN(C2)C1)C4=CC=CC=C4N3)(C5=C(C=C6C(=C5)C78CCN9C7C(C=CC9)(C(C(C8N6C)(C(=O)OC)O)OC(=O)C)CC)OC)C(=O)OC)O.OS(=O)(=O)O. Drug 2: CN(CCCl)CCCl.Cl. Cell line: A549. Synergy scores: CSS=38.3, Synergy_ZIP=-0.00306, Synergy_Bliss=-2.57, Synergy_Loewe=-3.68, Synergy_HSA=-4.03. (4) Drug 1: CC1OCC2C(O1)C(C(C(O2)OC3C4COC(=O)C4C(C5=CC6=C(C=C35)OCO6)C7=CC(=C(C(=C7)OC)O)OC)O)O. Drug 2: C1=NC(=NC(=O)N1C2C(C(C(O2)CO)O)O)N. Cell line: BT-549. Synergy scores: CSS=29.4, Synergy_ZIP=2.53, Synergy_Bliss=5.01, Synergy_Loewe=4.55, Synergy_HSA=7.38. (5) Drug 1: CC1C(C(CC(O1)OC2CC(CC3=C2C(=C4C(=C3O)C(=O)C5=C(C4=O)C(=CC=C5)OC)O)(C(=O)C)O)N)O.Cl. Drug 2: CC12CCC3C(C1CCC2OP(=O)(O)O)CCC4=C3C=CC(=C4)OC(=O)N(CCCl)CCCl.[Na+]. Cell line: SNB-19. Synergy scores: CSS=1.84, Synergy_ZIP=-7.84, Synergy_Bliss=-4.97, Synergy_Loewe=-18.9, Synergy_HSA=-4.79. (6) Drug 1: CN(C)N=NC1=C(NC=N1)C(=O)N. Drug 2: C1=NC(=NC(=O)N1C2C(C(C(O2)CO)O)O)N. Cell line: K-562. Synergy scores: CSS=27.8, Synergy_ZIP=-6.87, Synergy_Bliss=-2.50, Synergy_Loewe=-15.1, Synergy_HSA=1.15. (7) Drug 1: CC1C(C(CC(O1)OC2CC(CC3=C2C(=C4C(=C3O)C(=O)C5=C(C4=O)C(=CC=C5)OC)O)(C(=O)CO)O)N)O.Cl. Drug 2: CCC1(CC2CC(C3=C(CCN(C2)C1)C4=CC=CC=C4N3)(C5=C(C=C6C(=C5)C78CCN9C7C(C=CC9)(C(C(C8N6C)(C(=O)OC)O)OC(=O)C)CC)OC)C(=O)OC)O.OS(=O)(=O)O. Cell line: PC-3. Synergy scores: CSS=13.0, Synergy_ZIP=-3.68, Synergy_Bliss=0.869, Synergy_Loewe=-0.781, Synergy_HSA=0.526.